This data is from NCI-60 drug combinations with 297,098 pairs across 59 cell lines. The task is: Regression. Given two drug SMILES strings and cell line genomic features, predict the synergy score measuring deviation from expected non-interaction effect. Drug 1: CN1C(=O)N2C=NC(=C2N=N1)C(=O)N. Drug 2: CNC(=O)C1=NC=CC(=C1)OC2=CC=C(C=C2)NC(=O)NC3=CC(=C(C=C3)Cl)C(F)(F)F. Cell line: SW-620. Synergy scores: CSS=52.5, Synergy_ZIP=3.59, Synergy_Bliss=0.848, Synergy_Loewe=-9.71, Synergy_HSA=4.32.